Task: Predict the product of the given reaction.. Dataset: Forward reaction prediction with 1.9M reactions from USPTO patents (1976-2016) The product is: [CH2:3]([C:6]1[CH:7]=[C:8]([CH:12]=[CH:13][N:14]=1)[C:9]([OH:11])=[O:10])[CH2:2][CH3:1]. Given the reactants [CH3:1][CH2:2][CH:3]([C:6]1[CH:7]=[C:8]([CH:12]=[CH:13][N:14]=1)[C:9]([OH:11])=[O:10])CC.C(C1C=C(C=CN=1)C(OC)=O)CC, predict the reaction product.